The task is: Regression. Given two drug SMILES strings and cell line genomic features, predict the synergy score measuring deviation from expected non-interaction effect.. This data is from Merck oncology drug combination screen with 23,052 pairs across 39 cell lines. (1) Drug 1: CCC1(O)CC2CN(CCc3c([nH]c4ccccc34)C(C(=O)OC)(c3cc4c(cc3OC)N(C)C3C(O)(C(=O)OC)C(OC(C)=O)C5(CC)C=CCN6CCC43C65)C2)C1. Drug 2: O=C(NOCC(O)CO)c1ccc(F)c(F)c1Nc1ccc(I)cc1F. Cell line: HT144. Synergy scores: synergy=24.5. (2) Drug 1: Cn1nnc2c(C(N)=O)ncn2c1=O. Drug 2: CC(C)CC(NC(=O)C(Cc1ccccc1)NC(=O)c1cnccn1)B(O)O. Cell line: UWB1289BRCA1. Synergy scores: synergy=3.56.